This data is from Full USPTO retrosynthesis dataset with 1.9M reactions from patents (1976-2016). The task is: Predict the reactants needed to synthesize the given product. (1) Given the product [N:55]1([S:59]([NH:62][C:30](=[O:32])[C:29]2[CH:33]=[C:25]([Cl:24])[C:26]([CH2:35][O:36][C:37]3[CH:38]=[N:39][C:40]([O:44][CH:45]([CH3:47])[CH3:46])=[C:41]([Cl:43])[CH:42]=3)=[CH:27][C:28]=2[F:34])(=[O:61])=[O:60])[CH2:58][CH2:57][CH2:56]1, predict the reactants needed to synthesize it. The reactants are: ClC1C(OC2C=CC(Cl)=C(C(F)(F)F)C=2)=CC(F)=C(C=1)C(O)=O.[Cl:24][C:25]1[C:26]([CH2:35][O:36][C:37]2[CH:38]=[N:39][C:40]([O:44][CH:45]([CH3:47])[CH3:46])=[C:41]([Cl:43])[CH:42]=2)=[CH:27][C:28]([F:34])=[C:29]([CH:33]=1)[C:30]([OH:32])=O.CN(C)S(N)(=O)=O.[N:55]1([S:59]([NH2:62])(=[O:61])=[O:60])[CH2:58][CH2:57][CH2:56]1. (2) Given the product [NH2:3][C:4]1[CH:9]=[CH:8][C:7]([CH:10]2[CH2:11][CH2:12][N:13]([C:16]([O:18][C:19]([CH3:22])([CH3:21])[CH3:20])=[O:17])[CH2:14][CH2:15]2)=[CH:6][C:5]=1[I:1], predict the reactants needed to synthesize it. The reactants are: [I:1]Cl.[NH2:3][C:4]1[CH:9]=[CH:8][C:7]([CH:10]2[CH2:15][CH2:14][N:13]([C:16]([O:18][C:19]([CH3:22])([CH3:21])[CH3:20])=[O:17])[CH2:12][CH2:11]2)=[CH:6][CH:5]=1.C(=O)([O-])[O-].[Ca+2].O. (3) Given the product [Cl:21][C:22]1[CH:27]=[C:26]([Cl:28])[CH:25]=[CH:24][C:23]=1[NH:29][C:30]([NH:11][C:10]1[CH:12]=[CH:13][CH:14]=[C:8]([C:6]2[C:5]([C:15]3[CH:16]=[CH:17][N:18]=[CH:19][CH:20]=3)=[N:4][N:3]([CH2:1][CH3:2])[CH:7]=2)[CH:9]=1)=[O:31], predict the reactants needed to synthesize it. The reactants are: [CH2:1]([N:3]1[CH:7]=[C:6]([C:8]2[CH:9]=[C:10]([CH:12]=[CH:13][CH:14]=2)[NH2:11])[C:5]([C:15]2[CH:20]=[CH:19][N:18]=[CH:17][CH:16]=2)=[N:4]1)[CH3:2].[Cl:21][C:22]1[CH:27]=[C:26]([Cl:28])[CH:25]=[CH:24][C:23]=1[N:29]=[C:30]=[O:31]. (4) Given the product [CH3:12][N:13]1[CH2:18][CH2:17][N:16]([C:2]2[CH:3]=[CH:4][C:5]([N+:9]([O-:11])=[O:10])=[C:6]([CH:8]=2)[NH2:7])[CH2:15][CH2:14]1, predict the reactants needed to synthesize it. The reactants are: Cl[C:2]1[CH:3]=[CH:4][C:5]([N+:9]([O-:11])=[O:10])=[C:6]([CH:8]=1)[NH2:7].[CH3:12][N:13]1[CH2:18][CH2:17][NH:16][CH2:15][CH2:14]1.